Dataset: Full USPTO retrosynthesis dataset with 1.9M reactions from patents (1976-2016). Task: Predict the reactants needed to synthesize the given product. Given the product [OH:20][C:19]1[CH:18]=[CH:17][C:16]2[NH:15][C:14](=[O:21])[C:13]3[S:22][CH:23]=[CH:24][C:12]=3[C:11]=2[C:10]=1[C:7]1[CH:6]=[CH:5][C:4]([C@H:2]([NH:1][S:26]([CH3:25])(=[O:28])=[O:27])[CH3:3])=[CH:9][CH:8]=1, predict the reactants needed to synthesize it. The reactants are: [NH2:1][C@@H:2]([C:4]1[CH:9]=[CH:8][C:7]([C:10]2[C:11]3[C:12]4[CH:24]=[CH:23][S:22][C:13]=4[C:14](=[O:21])[NH:15][C:16]=3[CH:17]=[CH:18][C:19]=2[OH:20])=[CH:6][CH:5]=1)[CH3:3].[CH3:25][S:26](Cl)(=[O:28])=[O:27].C(Cl)Cl.C1COCC1.C(N(CC)C(C)C)(C)C.